Dataset: Full USPTO retrosynthesis dataset with 1.9M reactions from patents (1976-2016). Task: Predict the reactants needed to synthesize the given product. (1) Given the product [ClH:15].[ClH:15].[CH:23]([C:26]1[CH:32]=[CH:31][C:29]([NH:30][C:43]2[C:44]3[C:49](=[CH:48][CH:47]=[CH:46][CH:45]=3)[C:40]([CH2:39][C:36]3[CH:37]=[CH:38][N:33]=[CH:34][CH:35]=3)=[N:41][N:42]=2)=[CH:28][CH:27]=1)([CH3:25])[CH3:24], predict the reactants needed to synthesize it. The reactants are: O=P12OP3(OP(OP(O3)(O1)=O)(=O)O2)=O.[ClH:15].C(N(CC)CC)C.[CH:23]([C:26]1[CH:32]=[CH:31][C:29]([NH2:30])=[CH:28][CH:27]=1)([CH3:25])[CH3:24].[N:33]1[CH:38]=[CH:37][C:36]([CH2:39][C:40]2[C:49]3[C:44](=[CH:45][CH:46]=[CH:47][CH:48]=3)[C:43](=O)[NH:42][N:41]=2)=[CH:35][CH:34]=1. (2) Given the product [Cl:1][C:2]1[CH:18]=[C:17]([Cl:19])[C:16]([O:20][CH2:21][C:22]2[CH:27]=[CH:26][C:25]([O:28][CH3:29])=[CH:24][CH:23]=2)=[CH:15][C:3]=1[O:4][C:5]1[N:9]([CH3:10])[N:8]=[C:7]([CH3:11])[C:6]=1[C:12]1[O:13][N:34]=[C:32]([CH3:33])[N:31]=1, predict the reactants needed to synthesize it. The reactants are: [Cl:1][C:2]1[CH:18]=[C:17]([Cl:19])[C:16]([O:20][CH2:21][C:22]2[CH:27]=[CH:26][C:25]([O:28][CH3:29])=[CH:24][CH:23]=2)=[CH:15][C:3]=1[O:4][C:5]1[N:9]([CH3:10])[N:8]=[C:7]([CH3:11])[C:6]=1[C:12](O)=[O:13].O[NH:31][C:32](=[NH:34])[CH3:33].O. (3) Given the product [CH2:1]([O:8][CH2:9][C:10](=[O:12])[CH2:14][C:15](=[O:16])[CH3:17])[C:2]1[CH:3]=[CH:4][CH:5]=[CH:6][CH:7]=1, predict the reactants needed to synthesize it. The reactants are: [CH2:1]([O:8][CH2:9][C:10]([O:12]C)=O)[C:2]1[CH:7]=[CH:6][CH:5]=[CH:4][CH:3]=1.[CH3:14][C:15]([CH3:17])=[O:16].CC(C)([O-])C.[Na+]. (4) Given the product [N+:1]([C:4]1[CH:14]=[CH:13][C:7]2[S:8][CH2:9][CH2:10][NH:11][C:6]=2[CH:5]=1)([O-:3])=[O:2], predict the reactants needed to synthesize it. The reactants are: [N+:1]([C:4]1[CH:14]=[CH:13][C:7]2[S:8][CH2:9][C:10](=O)[NH:11][C:6]=2[CH:5]=1)([O-:3])=[O:2].B.C1COCC1.